Task: Predict the reaction yield, written as a fraction of the theoretical maximum amount of product (1.0 means a 100% yield; for example, 0.34 means a 34% yield).. Dataset: Reaction yield outcomes from USPTO patents with 853,638 reactions The reactants are [Br:1][C:2]1[CH:3]=[C:4]([CH:8]=[C:9]([OH:11])[CH:10]=1)[C:5]([OH:7])=O.N1C=CC=CC=1.[CH3:18][CH:19]([CH3:22])[CH2:20][NH2:21]. The catalyst is ClCCl. The product is [Br:1][C:2]1[CH:3]=[C:4]([CH:8]=[C:9]([OH:11])[CH:10]=1)[C:5]([NH:21][CH2:20][CH:19]([CH3:22])[CH3:18])=[O:7]. The yield is 0.950.